From a dataset of Forward reaction prediction with 1.9M reactions from USPTO patents (1976-2016). Predict the product of the given reaction. (1) The product is: [NH2:9][C:4]1[C:5]([CH3:8])=[N:6][CH:7]=[C:2]([Cl:1])[C:3]=1[CH:10]=[O:11]. Given the reactants [Cl:1][C:2]1[C:3]([CH:10](OC)[O:11]C)=[C:4]([NH2:9])[C:5]([CH3:8])=[N:6][CH:7]=1.Cl.C(=O)([O-])O.[Na+], predict the reaction product. (2) The product is: [CH:1]1([C:7]2[C:15]3[C:10](=[CH:11][C:12]([C:16]([O:18][CH3:19])=[O:17])=[CH:13][CH:14]=3)[N:9]([CH2:20][C:21]([N:23]([CH3:24])[CH3:25])=[O:22])[C:8]=2[CH:26]=[O:29])[CH2:2][CH2:3][CH2:4][CH2:5][CH2:6]1. Given the reactants [CH:1]1([C:7]2[C:15]3[C:10](=[CH:11][C:12]([C:16]([O:18][CH3:19])=[O:17])=[CH:13][CH:14]=3)[N:9]([CH2:20][C:21]([N:23]([CH3:25])[CH3:24])=[O:22])[C:8]=2[CH:26]([OH:29])CO)[CH2:6][CH2:5][CH2:4][CH2:3][CH2:2]1.I([O-])(=O)(=O)=O.[Na+], predict the reaction product. (3) Given the reactants [NH2:1][C:2]1[CH:3]=[C:4]([CH:18]=[CH:19][C:20]=1[NH2:21])[C:5]([NH:7][C:8]1[CH:13]=[CH:12][C:11]([C:14]([CH3:17])([CH3:16])[CH3:15])=[CH:10][CH:9]=1)=[O:6].C([O:24][P:25]([CH2:30]/[CH:31]=[CH:32]/[C:33]1[CH:38]=[C:37]([CH3:39])[C:36]([CH:40]=O)=[C:35]([CH3:42])[CH:34]=1)(=[O:29])[O:26]CC)C, predict the reaction product. The product is: [C:14]([C:11]1[CH:12]=[CH:13][C:8]([NH:7][C:5]([C:4]2[CH:18]=[CH:19][C:20]3[N:21]=[C:40]([C:36]4[C:35]([CH3:42])=[CH:34][C:33]([CH2:32][CH2:31][CH2:30][P:25](=[O:24])([OH:29])[OH:26])=[CH:38][C:37]=4[CH3:39])[NH:1][C:2]=3[CH:3]=2)=[O:6])=[CH:9][CH:10]=1)([CH3:17])([CH3:16])[CH3:15]. (4) Given the reactants C1(C2N=C(C3C4CCCCC=4SC=3NC(N3CCC[C@@H]3C(O)=O)=O)ON=2)CC1.[OH:29][C:30]1([CH3:37])[CH2:35][CH2:34][C:33](=O)[CH2:32][CH2:31]1.[CH:38]1([C:41]2[N:45]=[C:44]([CH2:46][C:47]#[N:48])[O:43][N:42]=2)[CH2:40][CH2:39]1, predict the reaction product. The product is: [CH:38]1([C:41]2[N:45]=[C:44]([C:46](=[C:33]3[CH2:34][CH2:35][C:30]([OH:29])([CH3:37])[CH2:31][CH2:32]3)[C:47]#[N:48])[O:43][N:42]=2)[CH2:40][CH2:39]1. (5) Given the reactants C([O:3][C:4]([CH:6]1[CH2:11][CH2:10][N:9]([C:12]([C:14]2([CH3:17])[CH2:16][CH2:15]2)=[O:13])[CH2:8][CH2:7]1)=[O:5])C.C1COCC1.CCO.O[Li].O, predict the reaction product. The product is: [CH3:17][C:14]1([C:12]([N:9]2[CH2:8][CH2:7][CH:6]([C:4]([OH:5])=[O:3])[CH2:11][CH2:10]2)=[O:13])[CH2:15][CH2:16]1. (6) Given the reactants [CH2:1]([N:8]1[CH2:13][C@@H:12]([OH:14])[CH2:11][C@H:10]([C:15]([O:17][CH3:18])=[O:16])[C@H:9]1[C:19]([O:21][CH2:22][C:23]1[CH:28]=[CH:27][CH:26]=[CH:25][CH:24]=1)=[O:20])[C:2]1[CH:7]=[CH:6][CH:5]=[CH:4][CH:3]=1.C(Cl)Cl.C1N=CN([C:37]([N:39]2[CH:43]=N[CH:41]=[CH:40]2)=[O:38])C=1.N1CCC[CH2:45]1, predict the reaction product. The product is: [CH2:1]([N:8]1[CH2:13][C@@H:12]([O:14][C:37]([N:39]2[CH2:40][CH2:41][CH2:45][CH2:43]2)=[O:38])[CH2:11][C@H:10]([C:15]([O:17][CH3:18])=[O:16])[C@H:9]1[C:19]([O:21][CH2:22][C:23]1[CH:24]=[CH:25][CH:26]=[CH:27][CH:28]=1)=[O:20])[C:2]1[CH:7]=[CH:6][CH:5]=[CH:4][CH:3]=1.